Dataset: Forward reaction prediction with 1.9M reactions from USPTO patents (1976-2016). Task: Predict the product of the given reaction. (1) Given the reactants [CH2:1]([OH:23])[C@H:2]1[O:7][C@H:6]([O:8][C@:9]2([CH2:18]O)O[C@H:12]([CH2:14][OH:15])[C@@H:11]([OH:16])[C@@H:10]2[OH:17])[C@H:5](O)[C@@H:4](O)[C@@H:3]1O.[CH2:35](O)[C@H:36]1[O:38][C@H:37]([O:38][CH2:37][C@H:36]2[O:38][C@H:37]([O:38][C@:37]3(CO)O[C@H](CO)[C@@H:35](O)[C@@H:36]3O)[C@H:36](O)[C@@H:35](O)[C@@H:35]2O)[C@H:36](O)[C@@H:35](O)[C@H:37]1[OH:38].C(O)[C@H]1[O:64][C@H:63]([O:65]CC2O[C@@H](O)[C@H](O)[C@@H](O)[C@@H]2O)[C@H](O)[C@@H](O)[C@H]1O, predict the reaction product. The product is: [CH:35]1[C:3](/[CH:4]=[CH:5]/[C:6]([O:8][C@H:9]2[C@H:10]([OH:17])[C@H:11]([OH:16])[CH2:12][C@@:14]([OH:15])([C:63]([OH:65])=[O:64])[CH2:18]2)=[O:7])=[CH:2][C:1]([OH:23])=[C:37]([OH:38])[CH:36]=1. (2) Given the reactants [CH3:1][N:2]([CH3:50])[C:3]([C:5]1[CH:10]=[C:9]([C:11]2[CH:12]=[C:13]3[C:19]([C:20]4[CH:25]=[CH:24][CH:23]=[CH:22][C:21]=4[O:26][CH3:27])=[CH:18][N:17](S(C4C=CC(C)=CC=4)(=O)=O)[C:14]3=[N:15][CH:16]=2)[CH:8]=[CH:7][C:6]=1[NH:38][C:39]([CH:41]1[CH2:46][CH2:45][CH2:44][N:43]([CH:47]([CH3:49])[CH3:48])[CH2:42]1)=[O:40])=[O:4].[OH-].[K+], predict the reaction product. The product is: [CH3:50][N:2]([CH3:1])[C:3]([C:5]1[CH:10]=[C:9]([C:11]2[CH:12]=[C:13]3[C:19]([C:20]4[CH:25]=[CH:24][CH:23]=[CH:22][C:21]=4[O:26][CH3:27])=[CH:18][NH:17][C:14]3=[N:15][CH:16]=2)[CH:8]=[CH:7][C:6]=1[NH:38][C:39]([CH:41]1[CH2:46][CH2:45][CH2:44][N:43]([CH:47]([CH3:48])[CH3:49])[CH2:42]1)=[O:40])=[O:4]. (3) Given the reactants [F:1][C:2]1[CH:3]=[C:4]([CH:6]=[CH:7][C:8]=1[O:9][C:10]1[C:19]2[C:14](=[CH:15][C:16]([O:22][CH2:23][CH2:24][CH2:25][N:26]3[CH2:31][CH2:30][O:29][CH2:28][CH2:27]3)=[C:17]([O:20][CH3:21])[CH:18]=2)[N:13]=[CH:12][CH:11]=1)[NH2:5].ClC1C=C[C:36]([CH2:37][N:38]2[CH:43]=[CH:42][CH:41]=[C:40]([C:44](O)=[O:45])[C:39]2=[O:47])=[CH:35][CH:34]=1.O=C1C(C(OC)=O)=CC=CN1.ClCC1C=C[N:66]=[CH:65][N:64]=1, predict the reaction product. The product is: [F:1][C:2]1[CH:3]=[C:4]([NH:5][C:44]([C:40]2[C:39](=[O:47])[N:38]([CH2:37][C:36]3[CH:35]=[CH:34][N:66]=[CH:65][N:64]=3)[CH:43]=[CH:42][CH:41]=2)=[O:45])[CH:6]=[CH:7][C:8]=1[O:9][C:10]1[C:19]2[C:14](=[CH:15][C:16]([O:22][CH2:23][CH2:24][CH2:25][N:26]3[CH2:31][CH2:30][O:29][CH2:28][CH2:27]3)=[C:17]([O:20][CH3:21])[CH:18]=2)[N:13]=[CH:12][CH:11]=1. (4) Given the reactants C(N(CC)CC[N:6]1[C:10]([CH:11]=O)=[C:9]([CH3:13])[C:8]([C:14]([NH2:16])=[O:15])=[C:7]1[CH3:17])C.[F:20][C:21]1[CH:22]=[C:23]2[C:27](=[CH:28][CH:29]=1)[NH:26][C:25](=[O:30])[CH2:24]2.[NH:31]1[CH2:35][CH2:34][CH2:33][CH2:32]1.[CH2:36](O)[CH3:37], predict the reaction product. The product is: [CH3:33][CH2:32][N:31]([CH2:36][CH2:37][NH:16][C:14]([C:8]1[C:9]([CH3:13])=[C:10](/[CH:11]=[C:24]2/[C:23]3[CH:22]=[C:21]([F:20])[CH:29]=[CH:28][C:27]=3[NH:26][C:25]/2=[O:30])[NH:6][C:7]=1[CH3:17])=[O:15])[CH2:35][CH3:34]. (5) Given the reactants [OH:1][C:2]1[C:3]([O:10][CH3:11])=[C:4]([CH:7]=[CH:8][CH:9]=1)[CH:5]=[O:6].C(=O)([O-])[O-].[K+].[K+].Br[CH2:19][C:20]1[CH:25]=[CH:24][C:23]([C:26]([F:29])([F:28])[F:27])=[CH:22][C:21]=1[C:30]([F:33])([F:32])[F:31].O, predict the reaction product. The product is: [F:31][C:30]([F:32])([F:33])[C:21]1[CH:22]=[C:23]([C:26]([F:29])([F:27])[F:28])[CH:24]=[CH:25][C:20]=1[CH2:19][O:1][C:2]1[C:3]([O:10][CH3:11])=[C:4]([CH:7]=[CH:8][CH:9]=1)[CH:5]=[O:6]. (6) Given the reactants [C:1]12([NH2:11])[CH2:10][CH:5]3[CH2:6][CH:7]([CH2:9][CH:3]([CH2:4]3)[CH2:2]1)[CH2:8]2.[Cl:12][C:13]1[S:14][C:15]([CH2:18]Cl)=[CH:16][N:17]=1, predict the reaction product. The product is: [Cl:12][C:13]1[S:14][C:15]([CH2:18][NH:11][C:1]23[CH2:8][CH:7]4[CH2:6][CH:5]([CH2:4][CH:3]([CH2:9]4)[CH2:2]2)[CH2:10]3)=[CH:16][N:17]=1. (7) Given the reactants [CH3:1][N:2]1[CH2:7][CH2:6][NH:5][CH2:4][CH2:3]1.[F:8][C:9]1[CH:10]=[C:11]([N+:16]([O-:18])=[O:17])[CH:12]=[CH:13][C:14]=1F, predict the reaction product. The product is: [F:8][C:9]1[CH:10]=[C:11]([N+:16]([O-:18])=[O:17])[CH:12]=[CH:13][C:14]=1[N:5]1[CH2:6][CH2:7][N:2]([CH3:1])[CH2:3][CH2:4]1. (8) Given the reactants [Mg].C[O:3][C:4]1[CH:9]=[C:8]([CH2:10][CH2:11][CH2:12][CH2:13][CH3:14])[CH:7]=[C:6]([O:15]C)[C:5]=1[C@H:17]1[C@H:22]([C:23]([CH3:25])=[CH2:24])[CH2:21][CH2:20][C:19](=[CH2:26])[CH:18]1[OH:27], predict the reaction product. The product is: [OH:3][C:4]1[CH:9]=[C:8]([CH2:10][CH2:11][CH2:12][CH2:13][CH3:14])[CH:7]=[C:6]([OH:15])[C:5]=1[C@H:17]1[C@H:22]([C:23]([CH3:25])=[CH2:24])[CH2:21][CH2:20][C:19](=[CH2:26])[CH:18]1[OH:27]. (9) Given the reactants [OH-].[Na+:2].[Cl:3][C:4]1[CH:9]=[CH:8][C:7]([S:10]([C:13]2[C:21]3[C:16](=[CH:17][CH:18]=[C:19](C)[CH:20]=3)[N:15]([CH2:23][C:24]([OH:26])=[O:25])[C:14]=2[CH3:27])(=[O:12])=[O:11])=[CH:6][CH:5]=1.[Cl:28]C1C=CC(S(C2C3C(=CC=C(C)C=3)N(CC(OCC)=O)C=2C)(=O)=O)=CC=1, predict the reaction product. The product is: [Cl:28][C:19]1[CH:20]=[C:21]2[C:16](=[CH:17][CH:18]=1)[N:15]([CH2:23][C:24]([O-:26])=[O:25])[C:14]([CH3:27])=[C:13]2[S:10]([C:7]1[CH:8]=[CH:9][C:4]([Cl:3])=[CH:5][CH:6]=1)(=[O:12])=[O:11].[Na+:2].